From a dataset of Catalyst prediction with 721,799 reactions and 888 catalyst types from USPTO. Predict which catalyst facilitates the given reaction. (1) Reactant: [OH:1][C:2]1([C:6]2[CH:11]=[CH:10][C:9]([NH:12][C:13](=[O:21])OC3C=CC=CC=3)=[CH:8][CH:7]=2)[CH2:5][O:4][CH2:3]1.Cl.[C:23]([C:27]1[CH:31]=[C:30]([CH2:32][NH2:33])[N:29]([C:34]2[CH:39]=[CH:38][CH:37]=[C:36]([Cl:40])[CH:35]=2)[N:28]=1)([CH3:26])([CH3:25])[CH3:24]. Product: [C:23]([C:27]1[CH:31]=[C:30]([CH2:32][NH:33][C:13]([NH:12][C:9]2[CH:8]=[CH:7][C:6]([C:2]3([OH:1])[CH2:3][O:4][CH2:5]3)=[CH:11][CH:10]=2)=[O:21])[N:29]([C:34]2[CH:39]=[CH:38][CH:37]=[C:36]([Cl:40])[CH:35]=2)[N:28]=1)([CH3:26])([CH3:24])[CH3:25]. The catalyst class is: 23. (2) Product: [I:17][C:15]1[CH:14]=[CH:13][C:8]2[NH:9][C:10](=[O:12])[CH2:11][C:5]3[CH:4]=[N:3][C:2]([NH:1][C:19](=[O:26])[C:20]4[CH:25]=[CH:24][CH:23]=[CH:22][CH:21]=4)=[N:18][C:6]=3[C:7]=2[CH:16]=1. Reactant: [NH2:1][C:2]1[N:3]=[CH:4][C:5]2[CH2:11][C:10](=[O:12])[NH:9][C:8]3[CH:13]=[CH:14][C:15]([I:17])=[CH:16][C:7]=3[C:6]=2[N:18]=1.[C:19](Cl)(=[O:26])[C:20]1[CH:25]=[CH:24][CH:23]=[CH:22][CH:21]=1.CCOCC. The catalyst class is: 17. (3) The catalyst class is: 1. Reactant: [H-].[Al+3].[Li+].[H-].[H-].[H-].[CH3:7][C:8]1[N:9]=[C:10]([C:16]2[CH:21]=[CH:20][C:19]([C:22]([F:25])([F:24])[F:23])=[CH:18][CH:17]=2)[S:11][C:12]=1[C:13](O)=[O:14]. Product: [CH3:7][C:8]1[N:9]=[C:10]([C:16]2[CH:17]=[CH:18][C:19]([C:22]([F:25])([F:23])[F:24])=[CH:20][CH:21]=2)[S:11][C:12]=1[CH2:13][OH:14].